Dataset: Forward reaction prediction with 1.9M reactions from USPTO patents (1976-2016). Task: Predict the product of the given reaction. (1) Given the reactants [NH:1]1[CH:8]=[CH:7][C:5](=[O:6])[NH:4][C:2]1=[O:3].[F:9][C:10](I)([F:12])[F:11].C(S(CCCC)=O)CCC.S(=O)(=O)(O)O.OO, predict the reaction product. The product is: [F:9][C:10]([F:12])([F:11])[C:7]1[C:5](=[O:6])[NH:4][C:2](=[O:3])[NH:1][CH:8]=1. (2) Given the reactants [H-].[Na+].Cl[C:4]1[N:5]([CH2:12][CH2:13][CH:14]([OH:41])[CH2:15][O:16][C:17]2[CH:22]=[CH:21][C:20]([N:23]3[CH2:28][CH2:27][CH:26]([O:29][C:30]4[CH:35]=[CH:34][C:33]([O:36][C:37]([F:40])([F:39])[F:38])=[CH:32][CH:31]=4)[CH2:25][CH2:24]3)=[CH:19][CH:18]=2)[CH:6]=[C:7]([N+:9]([O-:11])=[O:10])[N:8]=1.[Cl-].[NH4+], predict the reaction product. The product is: [N+:9]([C:7]1[N:8]=[C:4]2[N:5]([CH:6]=1)[CH2:12][CH2:13][CH:14]([CH2:15][O:16][C:17]1[CH:22]=[CH:21][C:20]([N:23]3[CH2:28][CH2:27][CH:26]([O:29][C:30]4[CH:35]=[CH:34][C:33]([O:36][C:37]([F:40])([F:39])[F:38])=[CH:32][CH:31]=4)[CH2:25][CH2:24]3)=[CH:19][CH:18]=1)[O:41]2)([O-:11])=[O:10]. (3) Given the reactants [Br:1][C:2]1[CH:3]=[C:4]([CH:12](O)[CH3:13])[C:5]([OH:11])=[C:6]([CH:10]=1)[C:7]([OH:9])=[O:8].C([SiH](CC)CC)C, predict the reaction product. The product is: [Br:1][C:2]1[CH:3]=[C:4]([CH2:12][CH3:13])[C:5]([OH:11])=[C:6]([CH:10]=1)[C:7]([OH:9])=[O:8]. (4) Given the reactants Cl[C:2](=[N:24][OH:25])[C:3]1[CH:23]=[CH:22][C:6]([CH2:7][N:8]([CH:16]2[CH2:21][CH2:20][O:19][CH2:18][CH2:17]2)[C:9](=[O:15])[O:10][C:11]([CH3:14])([CH3:13])[CH3:12])=[CH:5][CH:4]=1.[Br:26][C:27]1[N:28]=[C:29]([C:48]#[CH:49])[C:30]([N:33]([C:41]([O:43][C:44]([CH3:47])([CH3:46])[CH3:45])=[O:42])[C:34](=[O:40])[O:35][C:36]([CH3:39])([CH3:38])[CH3:37])=[N:31][CH:32]=1.CCN(CC)CC, predict the reaction product. The product is: [Br:26][C:27]1[N:28]=[C:29]([C:48]2[O:25][N:24]=[C:2]([C:3]3[CH:23]=[CH:22][C:6]([CH2:7][N:8]([C:9]([O:10][C:11]([CH3:14])([CH3:13])[CH3:12])=[O:15])[CH:16]4[CH2:21][CH2:20][O:19][CH2:18][CH2:17]4)=[CH:5][CH:4]=3)[CH:49]=2)[C:30]([N:33]([C:41]([O:43][C:44]([CH3:47])([CH3:46])[CH3:45])=[O:42])[C:34](=[O:40])[O:35][C:36]([CH3:38])([CH3:39])[CH3:37])=[N:31][CH:32]=1. (5) Given the reactants Cl[C:2]1[N:3]=[C:4]([N:14]2[CH2:19][CH2:18][O:17][CH2:16][CH2:15]2)[C:5]2[O:11][CH2:10][C:9]([CH3:13])([CH3:12])[O:8][C:6]=2[N:7]=1.[NH:20]1[C:28]2[C:23](=[CH:24][C:25](B(O)O)=[CH:26][CH:27]=2)[CH:22]=[CH:21]1.C(=O)([O-])[O-].[Na+].[Na+], predict the reaction product. The product is: [NH:20]1[C:28]2[C:23](=[CH:24][C:25]([C:2]3[N:3]=[C:4]([N:14]4[CH2:19][CH2:18][O:17][CH2:16][CH2:15]4)[C:5]4[O:11][CH2:10][C:9]([CH3:13])([CH3:12])[O:8][C:6]=4[N:7]=3)=[CH:26][CH:27]=2)[CH:22]=[CH:21]1.